Predict the product of the given reaction. From a dataset of Forward reaction prediction with 1.9M reactions from USPTO patents (1976-2016). Given the reactants [F:1][C:2]1[C:3]([NH:23][C:24]2[CH:29]=[CH:28][C:27]([C:30]#[C:31][Si](C)(C)C)=[CH:26][C:25]=2[F:36])=[C:4]([C:9]2[O:13][C:12]([NH:14][CH2:15][CH2:16][N:17]3[CH2:22][CH2:21][O:20][CH2:19][CH2:18]3)=[N:11][N:10]=2)[CH:5]=[CH:6][C:7]=1[F:8].C1(C)C(S(O)(=O)=[O:44])=CC=CC=1, predict the reaction product. The product is: [F:1][C:2]1[C:7]([F:8])=[CH:6][CH:5]=[C:4]([C:9]2[O:13][C:12]([NH:14][CH2:15][CH2:16][N:17]3[CH2:22][CH2:21][O:20][CH2:19][CH2:18]3)=[N:11][N:10]=2)[C:3]=1[NH:23][C:24]1[CH:29]=[CH:28][C:27]([C:30](=[O:44])[CH3:31])=[CH:26][C:25]=1[F:36].